This data is from Peptide-MHC class I binding affinity with 185,985 pairs from IEDB/IMGT. The task is: Regression. Given a peptide amino acid sequence and an MHC pseudo amino acid sequence, predict their binding affinity value. This is MHC class I binding data. (1) The peptide sequence is IVNRNRQGY. The MHC is HLA-A30:01 with pseudo-sequence HLA-A30:01. The binding affinity (normalized) is 0.356. (2) The peptide sequence is RTLHPFGCK. The MHC is HLA-B39:01 with pseudo-sequence HLA-B39:01. The binding affinity (normalized) is 0.0847. (3) The peptide sequence is KTIECSKEL. The MHC is HLA-C15:02 with pseudo-sequence HLA-C15:02. The binding affinity (normalized) is 0.750. (4) The peptide sequence is PKIFEDQLLP. The MHC is H-2-Kb with pseudo-sequence H-2-Kb. The binding affinity (normalized) is 0. (5) The peptide sequence is YRYCHQLAL. The MHC is HLA-C07:01 with pseudo-sequence HLA-C07:01. The binding affinity (normalized) is 0.936. (6) The peptide sequence is WVPAHKGIGG. The MHC is Mamu-A2201 with pseudo-sequence Mamu-A2201. The binding affinity (normalized) is 0.